Task: Predict which catalyst facilitates the given reaction.. Dataset: Catalyst prediction with 721,799 reactions and 888 catalyst types from USPTO (1) Reactant: [CH3:1][O:2][C:3]1[CH:4]=[C:5]([CH2:11][CH2:12][NH2:13])[CH:6]=[CH:7][C:8]=1[O:9][CH3:10].C(N(C(C)C)C(C)C)C.C(O)CCC.Cl[C:29]1[N:34]=[C:33]([C:35]2[CH:40]=[CH:39][CH:38]=[C:37]([N+:41]([O-:43])=[O:42])[CH:36]=2)[CH:32]=[CH:31][N:30]=1. Product: [N+:41]([C:37]1[CH:36]=[C:35]([C:33]2[CH:32]=[CH:31][N:30]=[C:29]([NH:13][CH2:12][CH2:11][C:5]3[CH:6]=[CH:7][C:8]([O:9][CH3:10])=[C:3]([O:2][CH3:1])[CH:4]=3)[N:34]=2)[CH:40]=[CH:39][CH:38]=1)([O-:43])=[O:42]. The catalyst class is: 13. (2) Reactant: [OH:1][CH:2]1[CH2:21][CH2:20][CH2:19][CH2:18][CH2:17][CH2:16][CH2:15][CH2:14][CH:13]=[CH:12][CH2:11][CH2:10][CH2:9][CH2:8][CH2:7][CH2:6][CH2:5][CH2:4][C:3]1=O.C1(C)C=CC=CC=1.S(=O)(=O)(O)O. Product: [C:2]1(=[O:1])[CH2:21][CH2:20][CH2:19][CH2:18][CH2:17][CH2:16][CH2:15][CH2:14][CH2:13][CH:12]=[CH:11][CH2:10][CH2:9][CH2:8][CH2:7][CH2:6][CH2:5][CH2:4][CH2:3]1. The catalyst class is: 739. (3) Reactant: [CH:1]1([CH2:6][OH:7])[CH2:5][CH2:4][CH2:3][CH2:2]1.[H-].[Na+].[NH2:10][C:11]1[C:16](Br)=[N:15][C:14]([Br:18])=[CH:13][N:12]=1. Product: [Br:18][C:14]1[N:15]=[C:16]([O:7][CH2:6][CH:1]2[CH2:5][CH2:4][CH2:3][CH2:2]2)[C:11]([NH2:10])=[N:12][CH:13]=1. The catalyst class is: 16. (4) Reactant: Br[C:2]1[N:6]([S:7]([C:10]2[CH:11]=[N:12][CH:13]=[CH:14][CH:15]=2)(=[O:9])=[O:8])[CH:5]=[C:4]([CH2:16][N:17]([CH3:25])[C:18](=[O:24])[O:19][C:20]([CH3:23])([CH3:22])[CH3:21])[CH:3]=1.[Cl:26][C:27]1[C:32](B(O)O)=[CH:31][CH:30]=[CH:29][N:28]=1.C(=O)([O-])[O-].[Na+].[Na+]. Product: [Cl:26][C:27]1[C:32]([C:2]2[N:6]([S:7]([C:10]3[CH:11]=[N:12][CH:13]=[CH:14][CH:15]=3)(=[O:9])=[O:8])[CH:5]=[C:4]([CH2:16][N:17]([CH3:25])[C:18](=[O:24])[O:19][C:20]([CH3:23])([CH3:22])[CH3:21])[CH:3]=2)=[CH:31][CH:30]=[CH:29][N:28]=1. The catalyst class is: 108. (5) Reactant: [CH3:1][O:2][C:3]1[CH:35]=[C:34]([O:36][CH3:37])[CH:33]=[CH:32][C:4]=1[CH2:5][NH:6][C:7]1[C:12]([NH2:13])=[CH:11][N:10]=[C:9]([C:14]2[C:22]3[C:17](=[N:18][CH:19]=[C:20]([F:23])[CH:21]=3)[N:16]([CH2:24][C:25]3[CH:30]=[CH:29][CH:28]=[CH:27][C:26]=3[F:31])[N:15]=2)[N:8]=1.[S:38](N)(N)(=[O:40])=[O:39].N1C=CC=CC=1. Product: [CH3:1][O:2][C:3]1[CH:35]=[C:34]([O:36][CH3:37])[CH:33]=[CH:32][C:4]=1[CH2:5][N:6]1[C:7]2[N:8]=[C:9]([C:14]3[C:22]4[C:17](=[N:18][CH:19]=[C:20]([F:23])[CH:21]=4)[N:16]([CH2:24][C:25]4[CH:30]=[CH:29][CH:28]=[CH:27][C:26]=4[F:31])[N:15]=3)[N:10]=[CH:11][C:12]=2[NH:13][S:38]1(=[O:40])=[O:39]. The catalyst class is: 4.